This data is from Full USPTO retrosynthesis dataset with 1.9M reactions from patents (1976-2016). The task is: Predict the reactants needed to synthesize the given product. (1) Given the product [C:1]([O:5][C:6](=[O:21])[NH:7][C:8]1[CH:13]=[C:12]([CH:14]=[CH2:15])[C:11]([C:16]([F:19])([F:18])[F:17])=[CH:10][C:9]=1[NH:20][C:27](=[O:26])[CH2:28][C:29](=[O:42])[C:30]1[CH:35]=[CH:34][CH:33]=[C:32]([C:36]2[CH:37]=[N:38][CH:39]=[CH:40][CH:41]=2)[CH:31]=1)([CH3:2])([CH3:3])[CH3:4], predict the reactants needed to synthesize it. The reactants are: [C:1]([O:5][C:6](=[O:21])[NH:7][C:8]1[CH:13]=[C:12]([CH:14]=[CH2:15])[C:11]([C:16]([F:19])([F:18])[F:17])=[CH:10][C:9]=1[NH2:20])([CH3:4])([CH3:3])[CH3:2].C([O:26][C:27](=O)[CH2:28][C:29](=[O:42])[C:30]1[CH:35]=[CH:34][CH:33]=[C:32]([C:36]2[CH:37]=[N:38][CH:39]=[CH:40][CH:41]=2)[CH:31]=1)(C)(C)C. (2) Given the product [NH3:5].[CH3:11][OH:12].[C:1]([N:5]1[CH2:10][CH2:9][NH:8][C@@H:7]([C:18]([N:20]2[CH2:25][CH2:24][N:23]([C:34]([NH:33][C:30]3[CH:31]=[CH:32][C:27]([Cl:26])=[C:28]([F:43])[CH:29]=3)=[O:35])[CH2:22][CH2:21]2)=[O:19])[CH2:6]1)([CH3:2])([CH3:4])[CH3:3], predict the reactants needed to synthesize it. The reactants are: [C:1]([N:5]1[CH2:10][CH2:9][N:8]([C:11](OC(C)(C)C)=[O:12])[C@@H:7]([C:18]([N:20]2[CH2:25][CH2:24][NH:23][CH2:22][CH2:21]2)=[O:19])[CH2:6]1)([CH3:4])([CH3:3])[CH3:2].[Cl:26][C:27]1[CH:32]=[CH:31][C:30]([NH:33][C:34](=O)[O:35]C2C=CC=CC=2)=[CH:29][C:28]=1[F:43]. (3) Given the product [C:11]([C:10]1[CH:13]=[CH:14][C:7]([N:6]2[C@H:5]3[CH2:19][CH2:20][CH2:21][CH2:22][C@@H:4]3[N:3]([C:24]3[CH:34]=[CH:33][C:27]([C:28]([O:30][CH2:31][CH3:32])=[O:29])=[CH:26][CH:25]=3)[C:2]2=[O:1])=[CH:8][C:9]=1[C:15]([F:18])([F:16])[F:17])#[N:12], predict the reactants needed to synthesize it. The reactants are: [O:1]=[C:2]1[N:6]([C:7]2[CH:14]=[CH:13][C:10]([C:11]#[N:12])=[C:9]([C:15]([F:18])([F:17])[F:16])[CH:8]=2)[C@H:5]2[CH2:19][CH2:20][CH2:21][CH2:22][C@@H:4]2[NH:3]1.Br[C:24]1[CH:34]=[CH:33][C:27]([C:28]([O:30][CH2:31][CH3:32])=[O:29])=[CH:26][CH:25]=1. (4) Given the product [C:1]([O:5][C:6](=[O:20])[NH:7][CH:8]1[C:17]2[C:12](=[CH:13][C:14]([CH:18]=[O:19])=[CH:15][CH:16]=2)[CH2:11][CH2:10][CH2:9]1)([CH3:4])([CH3:2])[CH3:3], predict the reactants needed to synthesize it. The reactants are: [C:1]([O:5][C:6](=[O:20])[NH:7][CH:8]1[C:17]2[C:12](=[CH:13][C:14]([CH2:18][OH:19])=[CH:15][CH:16]=2)[CH2:11][CH2:10][CH2:9]1)([CH3:4])([CH3:3])[CH3:2]. (5) Given the product [CH:5]([C:8]1[CH:13]=[C:12]2[C:11]([CH2:14][CH:15]([CH3:19])[C:16]2=[O:17])=[CH:10][CH:9]=1)([CH3:7])[CH3:6], predict the reactants needed to synthesize it. The reactants are: [Al+3].[Cl-].[Cl-].[Cl-].[CH:5]([C:8]1[CH:13]=[CH:12][C:11]([CH2:14][CH:15]([CH3:19])[C:16](Cl)=[O:17])=[CH:10][CH:9]=1)([CH3:7])[CH3:6].